Dataset: Forward reaction prediction with 1.9M reactions from USPTO patents (1976-2016). Task: Predict the product of the given reaction. (1) Given the reactants [Cl:1][C:2]1[CH:3]=[C:4]2[C:9](=[CH:10][CH:11]=1)[N:8]=[CH:7][C:6]([NH2:12])=[C:5]2[NH:13][CH3:14].Cl.[CH:16](O)=O, predict the reaction product. The product is: [Cl:1][C:2]1[CH:11]=[CH:10][C:9]2[N:8]=[CH:7][C:6]3[N:12]=[CH:14][N:13]([CH3:16])[C:5]=3[C:4]=2[CH:3]=1. (2) Given the reactants [CH2:1]([O:3][CH:4]([O:18][CH2:19][CH3:20])[CH2:5][N:6]1[C:10]([NH2:11])=[CH:9][C:8]([C:12]2[CH:13]=[N:14][CH:15]=[CH:16][CH:17]=2)=[N:7]1)[CH3:2].Br[C:22]1[CH:27]=[C:26]([N+:28]([O-:30])=[O:29])[C:25]([CH3:31])=[CH:24][C:23]=1[Cl:32], predict the reaction product. The product is: [Cl:32][C:23]1[CH:24]=[C:25]([CH3:31])[C:26]([N+:28]([O-:30])=[O:29])=[CH:27][C:22]=1[NH:11][C:10]1[N:6]([CH2:5][CH:4]([O:18][CH2:19][CH3:20])[O:3][CH2:1][CH3:2])[N:7]=[C:8]([C:12]2[CH:13]=[N:14][CH:15]=[CH:16][CH:17]=2)[CH:9]=1. (3) Given the reactants C([S:8][C:9]1[CH:14]=[C:13]([CH3:15])[CH:12]=[C:11]([Cl:16])[N:10]=1)C1C=CC=CC=1.Cl.ClCl.[OH-:20].[NH4+:21].[OH2:22], predict the reaction product. The product is: [Cl:16][C:11]1[N:10]=[C:9]([S:8]([NH2:21])(=[O:22])=[O:20])[CH:14]=[C:13]([CH3:15])[CH:12]=1. (4) Given the reactants [CH3:1][C:2]1[CH:3]=[CH:4][C:5]([S:9][C:10]2[CH:11]=[CH:12][CH:13]=[CH:14][C:15]=2[N:16]2[CH2:21][CH2:20][NH:19][CH2:18][CH2:17]2)=[C:6]([CH3:8])[CH:7]=1.[BrH:22], predict the reaction product. The product is: [CH3:1][C:2]1[CH:3]=[CH:4][C:5]([S:9][C:10]2[CH:11]=[CH:12][CH:13]=[CH:14][C:15]=2[N:16]2[CH2:17][CH2:18][NH:19][CH2:20][CH2:21]2)=[C:6]([CH3:8])[CH:7]=1.[BrH:22]. (5) The product is: [CH3:1][C:2]1([CH3:9])[O:6][CH:5]([CH2:7][O:8][CH2:11][C:12]([O:14][C:15]2[C:28]3[C:19](=[N+:20]([O-:31])[C:21]4[C:26]([N+:27]=3[O-:29])=[CH:25][CH:24]=[CH:23][C:22]=4[OH:30])[CH:18]=[CH:17][CH:16]=2)=[O:13])[CH2:4][O:3]1. Given the reactants [CH3:1][C:2]1([CH3:9])[O:6][CH:5]([CH2:7][OH:8])[CH2:4][O:3]1.Cl[CH2:11][C:12]([O:14][C:15]1[C:28]2[C:19](=[N+:20]([O-:31])[C:21]3[C:26]([N+:27]=2[O-:29])=[CH:25][CH:24]=[CH:23][C:22]=3[OH:30])[CH:18]=[CH:17][CH:16]=1)=[O:13], predict the reaction product.